From a dataset of Full USPTO retrosynthesis dataset with 1.9M reactions from patents (1976-2016). Predict the reactants needed to synthesize the given product. Given the product [O:12]=[C:10]1[CH2:11][N:8]([C:1]([O:3][C:4]([CH3:7])([CH3:6])[CH3:5])=[O:2])[CH2:9]1, predict the reactants needed to synthesize it. The reactants are: [C:1]([N:8]1[CH2:11][C:10]([OH:12])=[CH:9]1)([O:3][C:4]([CH3:7])([CH3:6])[CH3:5])=[O:2].C(N(CC)CC)C.S(=O)(=O)=O.N1C=CC=CC=1.